Dataset: Forward reaction prediction with 1.9M reactions from USPTO patents (1976-2016). Task: Predict the product of the given reaction. (1) Given the reactants [Br:1][C:2]1[CH:3]=[CH:4][C:5]([O:9][CH3:10])=[C:6]([OH:8])[CH:7]=1.[O:11]1[CH2:15][CH2:14][C@@H:13](O)[CH2:12]1.C1C=CC(P(C2C=CC=CC=2)C2C=CC=CC=2)=CC=1.CCOC(/N=N/C(OCC)=O)=O, predict the reaction product. The product is: [Br:1][C:2]1[CH:3]=[CH:4][C:5]([O:9][CH3:10])=[C:6]([CH:7]=1)[O:8][C@H:13]1[CH2:14][CH2:15][O:11][CH2:12]1. (2) Given the reactants [CH3:1][C:2]1[N:7]=[C:6]([NH2:8])[CH:5]=[CH:4][CH:3]=1.[Cl:9][CH:10]([CH3:18])[C:11](=O)[CH2:12][C:13](OC)=[O:14].[OH-].[Na+], predict the reaction product. The product is: [Cl:9][CH:10]([C:11]1[N:8]=[C:6]2[CH:5]=[CH:4][CH:3]=[C:2]([CH3:1])[N:7]2[C:13](=[O:14])[CH:12]=1)[CH3:18]. (3) The product is: [F:1][C:2]1[C:3]([NH:29][C@H:30]2[CH2:35][CH2:34][CH2:33][C@@H:32]([NH:36][C:37]([N:39]3[CH2:43][CH2:42][CH2:41][CH2:40]3)=[O:38])[CH2:31]2)=[N:4][C:5]([C:9]2[C:17]3[C:12](=[N:13][CH:14]=[C:15]([F:18])[CH:16]=3)[NH:11][CH:10]=2)=[C:6]([F:8])[CH:7]=1. Given the reactants [F:1][C:2]1[C:3]([NH:29][C@H:30]2[CH2:35][CH2:34][CH2:33][C@@H:32]([NH:36][C:37]([N:39]3[CH2:43][CH2:42][CH2:41][CH2:40]3)=[O:38])[CH2:31]2)=[N:4][C:5]([C:9]2[C:17]3[C:12](=[N:13][CH:14]=[C:15]([F:18])[CH:16]=3)[N:11](S(C3C=CC(C)=CC=3)(=O)=O)[CH:10]=2)=[C:6]([F:8])[CH:7]=1.[Li+].[OH-], predict the reaction product. (4) Given the reactants [CH3:1][O:2][C:3]([C:5]1[C:13]([NH:14][C:15]2[CH:20]=[CH:19][CH:18]=[CH:17][C:16]=2[CH3:21])=[C:12]([F:22])[C:8]2[NH:9][CH:10]=[N:11][C:7]=2[CH:6]=1)=[O:4].C1COCC1.C1C(=O)N([Br:35])C(=O)C1.CC1C=CC(S(O)(=O)=O)=CC=1.O, predict the reaction product. The product is: [CH3:1][O:2][C:3]([C:5]1[C:13]([NH:14][C:15]2[CH:20]=[CH:19][C:18]([Br:35])=[CH:17][C:16]=2[CH3:21])=[C:12]([F:22])[C:8]2[NH:9][CH:10]=[N:11][C:7]=2[CH:6]=1)=[O:4]. (5) Given the reactants C([N:3]([CH2:6][CH3:7])[CH2:4][CH3:5])C.[C:8]1([NH2:15])[CH:13]=[CH:12][CH:11]=CC=1N.Cl.[OH-:17].[Na+].[CH2:19]([OH:21])[CH3:20], predict the reaction product. The product is: [CH2:19]([O:21][C:11](=[O:17])[CH2:12][CH2:13][CH2:8][CH2:7][C:6]1[NH:15][C:8]2[CH:13]=[CH:12][CH:11]=[CH:5][C:4]=2[N:3]=1)[CH3:20]. (6) Given the reactants [CH3:1][C:2]1[CH2:21][S:20][C@@H:5]2[C@H:6]([NH:9][C:10]([C@H:12]([NH2:19])[C:13]3[CH2:18][CH:17]=[CH:16][CH2:15][CH:14]=3)=[O:11])[C:7](=[O:8])[N:4]2[C:3]=1[C:22]([OH:24])=[O:23].S(=O)(=O)(O)[OH:26], predict the reaction product. The product is: [CH3:1][C:2]1[CH2:21][S:20][C@@H:5]2[C@H:6]([NH:9][C:10]([CH:12]([NH2:19])[C:13]3[CH2:18][CH:17]=[CH:16][CH2:15][CH:14]=3)=[O:11])[C:7](=[O:8])[N:4]2[C:3]=1[C:22]([OH:24])=[O:23].[OH2:26].[OH2:8]. (7) Given the reactants [CH3:1][O:2][C:3](=[O:19])/[C:4](/[CH2:9][NH:10][O:11][CH2:12][C:13]1[CH:18]=[CH:17][CH:16]=[CH:15][CH:14]=1)=[CH:5]\[CH2:6][CH2:7][CH3:8], predict the reaction product. The product is: [CH3:1][O:2][C:3](=[O:19])[C@H:4]([CH2:9][NH:10][O:11][CH2:12][C:13]1[CH:14]=[CH:15][CH:16]=[CH:17][CH:18]=1)[CH2:5][CH2:6][CH2:7][CH3:8]. (8) Given the reactants [CH3:1][O:2][CH2:3][C@@H:4]1[CH2:8][N:7]([C:9]([O:11][C:12]([CH3:15])([CH3:14])[CH3:13])=[O:10])[C@H:6]([C:16]2[NH:17][C:18]([C:21]3[CH:26]=[C:25]4[CH2:27][O:28][C:29]5[CH:47]=[C:46]6[C:32]([CH:33]=[CH:34][C:35]7[N:39]=[C:38]([C@@H:40]8[CH2:44][CH2:43][C@H:42]([CH3:45])[NH:41]8)[NH:37][C:36]=76)=[CH:31][C:30]=5[C:24]4=[CH:23][CH:22]=3)=[CH:19][N:20]=2)[CH2:5]1.[CH3:48][O:49][C@H:50]([CH3:60])[C@H:51]([NH:55][C:56]([O:58][CH3:59])=[O:57])[C:52](O)=[O:53].CN(C(ON1N=NC2C=CC=NC1=2)=[N+](C)C)C.F[P-](F)(F)(F)(F)F.CCN(C(C)C)C(C)C.C(=O)(O)[O-].[Na+], predict the reaction product. The product is: [CH3:59][O:58][C:56]([NH:55][C@H:51]([C:52]([N:41]1[C@@H:42]([CH3:45])[CH2:43][CH2:44][C@H:40]1[C:38]1[NH:37][C:36]2[C:46]3[C:32]([CH:33]=[CH:34][C:35]=2[N:39]=1)=[CH:31][C:30]1[C:24]2[C:25]([CH2:27][O:28][C:29]=1[CH:47]=3)=[CH:26][C:21]([C:18]1[NH:17][C:16]([C@@H:6]3[CH2:5][C@H:4]([CH2:3][O:2][CH3:1])[CH2:8][N:7]3[C:9]([O:11][C:12]([CH3:13])([CH3:15])[CH3:14])=[O:10])=[N:20][CH:19]=1)=[CH:22][CH:23]=2)=[O:53])[C@@H:50]([CH3:60])[O:49][CH3:48])=[O:57].